This data is from Full USPTO retrosynthesis dataset with 1.9M reactions from patents (1976-2016). The task is: Predict the reactants needed to synthesize the given product. (1) The reactants are: [Br:1][C:2]1[CH:3]=[C:4]2[C:9]([NH:10][C@H:11]3[C@@H:15]([O:16][CH3:17])[CH2:14][N:13](C(OCC4C=CC=CC=4)=O)[CH2:12]3)=[C:8]([C:28](=[O:30])[NH2:29])[CH:7]=[N:6][N:5]2[CH:31]=1.I[Si](C)(C)C. Given the product [Br:1][C:2]1[CH:3]=[C:4]2[C:9]([NH:10][C@H:11]3[C@@H:15]([O:16][CH3:17])[CH2:14][NH:13][CH2:12]3)=[C:8]([C:28]([NH2:29])=[O:30])[CH:7]=[N:6][N:5]2[CH:31]=1, predict the reactants needed to synthesize it. (2) The reactants are: C[O:2][C:3](=[O:17])[CH:4]([CH2:7][C:8]1[CH:13]=[CH:12][C:11]([OH:14])=[CH:10][C:9]=1[O:15][CH3:16])CC.[C:18]1([C:29]2[CH:34]=[CH:33][CH:32]=[CH:31][CH:30]=2)[CH:23]=[CH:22][C:21]([O:24][CH2:25][CH2:26][CH2:27]O)=[CH:20][CH:19]=1.C[CH:36]([O:38]C(/N=N/C(OC(C)C)=O)=O)C.C1(C)C=CC=CC=1. Given the product [C:18]1([C:29]2[CH:34]=[CH:33][CH:32]=[CH:31][CH:30]=2)[CH:23]=[CH:22][C:21]([O:24][CH2:25][CH:26]([O:14][C:11]2[CH:12]=[CH:13][C:8]([CH2:7][CH:4]([O:38][CH3:36])[C:3]([OH:2])=[O:17])=[C:9]([O:15][CH3:16])[CH:10]=2)[CH3:27])=[CH:20][CH:19]=1, predict the reactants needed to synthesize it. (3) The reactants are: [Br:1][C:2]1[CH:3]=[CH:4]C2=[C:6]([CH:24]=1)CN(C)CC=C2C1C=CC2N(C)CCOC=2C=1.C(=O)([O-])[O-].[K+].[K+].[N:31]1[CH:36]=[CH:35][CH:34]=[CH:33][CH:32]=1. Given the product [Br:1][C:2]1[CH:3]=[CH:4][C:32]2[CH2:33][CH2:34][CH2:35][CH2:36][NH:31][C:6]=2[CH:24]=1, predict the reactants needed to synthesize it. (4) Given the product [NH2:83][C:72](=[O:73])[CH2:71][C:62]1[CH:63]=[C:64]([C:67]([F:68])([F:69])[F:70])[CH:65]=[CH:66][C:61]=1[CH2:60][CH2:59][C:57]1[C:56]([C:75]([F:78])([F:76])[F:77])=[CH:55][N:54]=[C:53]([NH:52][C:49]2[CH:48]=[CH:47][C:46]([CH:43]3[CH2:42][CH2:41][N:40]([C:38]([O:37][C:33]([CH3:36])([CH3:35])[CH3:34])=[O:39])[CH2:45][CH2:44]3)=[CH:51][CH:50]=2)[N:84]=1, predict the reactants needed to synthesize it. The reactants are: C1C=CC2N(O)N=NC=2C=1.CCN=C=NCCCN(C)C.Cl.Cl.CCN(C(C)C)C(C)C.[C:33]([O:37][C:38]([N:40]1[CH2:45][CH2:44][CH:43]([C:46]2[CH:51]=[CH:50][C:49]([NH:52][C:53]3N=[C:57]([CH2:59][CH2:60][C:61]4[CH:66]=[CH:65][C:64]([C:67]([F:70])([F:69])[F:68])=[CH:63][C:62]=4[CH2:71][C:72](O)=[O:73])[C:56]([C:75]([F:78])([F:77])[F:76])=[CH:55][N:54]=3)=[CH:48][CH:47]=2)[CH2:42][CH2:41]1)=[O:39])([CH3:36])([CH3:35])[CH3:34].C(=O)([O-])[O-].[NH4+:83].[NH4+:84]. (5) Given the product [F:1][C:2]1[CH:3]=[C:4]([CH2:5][CH2:6][C:7]([OH:9])=[O:8])[CH:10]=[C:11]([F:13])[CH:12]=1, predict the reactants needed to synthesize it. The reactants are: [F:1][C:2]1[CH:3]=[C:4]([CH:10]=[C:11]([F:13])[CH:12]=1)[CH:5]=[CH:6][C:7]([OH:9])=[O:8]. (6) Given the product [OH:10][CH2:9][C:5]([CH2:12][O:13][CH3:14])([C:1]([CH3:4])([CH3:2])[CH3:3])[CH2:6][OH:7], predict the reactants needed to synthesize it. The reactants are: [C:1]([C:5]([CH2:12][O:13][CH3:14])([C:9]([O-])=[O:10])[C:6]([O-])=[O:7])([CH3:4])([CH3:3])[CH3:2].[H-].[Al+3].[Li+].[H-].[H-].[H-].C(C(COC)(C(OCC)=O)C(OCC)=O)(C)(C)C.[OH-].[Na+].S([O-])([O-])(=O)=O.[Na+].[Na+]. (7) The reactants are: [F:1][C:2]1[CH:34]=[CH:33][C:5]([O:6][CH:7]2[CH2:12][CH2:11][N:10]([CH2:13][CH:14]3[CH2:19][CH2:18][N:17]([C:20]4([C:26]([O:28]C(C)(C)C)=[O:27])[CH2:25][CH2:24][CH2:23][CH2:22][CH2:21]4)[CH2:16][CH2:15]3)[CH2:9][CH2:8]2)=[C:4]([CH3:35])[CH:3]=1.[ClH:36]. Given the product [ClH:36].[ClH:36].[F:1][C:2]1[CH:34]=[CH:33][C:5]([O:6][CH:7]2[CH2:8][CH2:9][N:10]([CH2:13][CH:14]3[CH2:19][CH2:18][N:17]([C:20]4([C:26]([OH:28])=[O:27])[CH2:21][CH2:22][CH2:23][CH2:24][CH2:25]4)[CH2:16][CH2:15]3)[CH2:11][CH2:12]2)=[C:4]([CH3:35])[CH:3]=1, predict the reactants needed to synthesize it.